From a dataset of Full USPTO retrosynthesis dataset with 1.9M reactions from patents (1976-2016). Predict the reactants needed to synthesize the given product. (1) The reactants are: [Cl:1][C:2]1[CH:7]=[CH:6][CH:5]=[CH:4][C:3]=1[C:8]1[O:9][C:10]([CH:32]([CH3:34])[CH3:33])=[C:11]([CH2:13][CH2:14][CH:15]([C:17]2[CH:22]=[CH:21][C:20]([O:23][C:24]([CH3:31])([CH3:30])[C:25]([O:27]CC)=[O:26])=[CH:19][CH:18]=2)[OH:16])[N:12]=1.O.[OH-].[Li+].Cl. Given the product [Cl:1][C:2]1[CH:7]=[CH:6][CH:5]=[CH:4][C:3]=1[C:8]1[O:9][C:10]([CH:32]([CH3:34])[CH3:33])=[C:11]([CH2:13][CH2:14][CH:15]([C:17]2[CH:18]=[CH:19][C:20]([O:23][C:24]([CH3:30])([CH3:31])[C:25]([OH:27])=[O:26])=[CH:21][CH:22]=2)[OH:16])[N:12]=1, predict the reactants needed to synthesize it. (2) Given the product [F:1][C:2]1[CH:7]=[CH:6][C:5]([F:8])=[CH:4][C:3]=1[CH2:9][CH:10]([NH:12][C:13]1[CH:18]=[CH:17][NH:16][C:15](=[O:19])[C:14]=1[C:20]1[NH:21][C:22]2=[CH:30][C:29]3[CH2:28][N:27]([CH:32]4[CH2:37][CH2:36][N:35]([CH3:38])[CH2:34][CH2:33]4)[C:26](=[O:39])[C:25]=3[CH:24]=[C:23]2[N:40]=1)[CH3:11], predict the reactants needed to synthesize it. The reactants are: [F:1][C:2]1[CH:7]=[CH:6][C:5]([F:8])=[CH:4][C:3]=1[CH2:9][CH:10]([NH:12][C:13]1[CH:18]=[CH:17][NH:16][C:15](=[O:19])[C:14]=1[C:20]1[NH:40][C:23]2=[CH:24][C:25]3[C:26](=[O:39])[N:27]([CH:32]4[CH2:37][CH2:36][N:35]([CH3:38])[CH2:34][CH2:33]4)[C:28](=O)[C:29]=3[CH:30]=[C:22]2[N:21]=1)[CH3:11]. (3) The reactants are: [NH2:1][C:2]1[CH:3]=[C:4]([N:8]2[C:13](=[O:14])[C:12]([CH2:15][C:16]3[CH:21]=[CH:20][CH:19]=[CH:18][CH:17]=3)=[N:11][C:10]3[CH:22]=[CH:23][CH:24]=[N:25][C:9]2=3)[CH:5]=[CH:6][CH:7]=1.[CH2:26]([S:33](Cl)(=[O:35])=[O:34])[C:27]1[CH:32]=[CH:31][CH:30]=[CH:29][CH:28]=1.N1C=CC=CC=1.C(OCC)(=O)C. Given the product [CH2:26]([S:33]([NH:1][C:2]1[CH:3]=[C:4]([N:8]2[C:13](=[O:14])[C:12]([CH2:15][C:16]3[CH:21]=[CH:20][CH:19]=[CH:18][CH:17]=3)=[N:11][C:10]3[CH:22]=[CH:23][CH:24]=[N:25][C:9]2=3)[CH:5]=[CH:6][CH:7]=1)(=[O:35])=[O:34])[C:27]1[CH:32]=[CH:31][CH:30]=[CH:29][CH:28]=1, predict the reactants needed to synthesize it. (4) Given the product [CH:1]1([O:7][C:8]2[CH:9]=[C:10]([CH:14]=[CH:15][CH:16]=2)[C:11]([NH:17][C@H:18]2[CH2:19][O:20][C@@H:21]3[C@@H:25]([NH:26][C:27]([CH:29]4[CH2:30][CH2:31]4)=[O:28])[CH2:24][O:23][C@H:22]23)=[O:13])[CH2:2][CH2:3][CH2:4][CH2:5][CH2:6]1, predict the reactants needed to synthesize it. The reactants are: [CH:1]1([O:7][C:8]2[CH:9]=[C:10]([CH:14]=[CH:15][CH:16]=2)[C:11]([OH:13])=O)[CH2:6][CH2:5][CH2:4][CH2:3][CH2:2]1.[NH2:17][C@@H:18]1[C@H:22]2[O:23][CH2:24][C@H:25]([NH:26][C:27]([CH:29]3[CH2:31][CH2:30]3)=[O:28])[C@H:21]2[O:20][CH2:19]1. (5) Given the product [NH2:8][C:7]1[C:2]([CH3:1])=[C:3]([C:17]([O:19][CH3:20])=[O:18])[CH:4]=[C:5]([C:11]2[CH:16]=[CH:15][CH:14]=[CH:13][CH:12]=2)[CH:6]=1, predict the reactants needed to synthesize it. The reactants are: [CH3:1][C:2]1[C:7]([N+:8]([O-])=O)=[CH:6][C:5]([C:11]2[CH:16]=[CH:15][CH:14]=[CH:13][CH:12]=2)=[CH:4][C:3]=1[C:17]([O:19][CH3:20])=[O:18].C([O-])=O.[NH4+]. (6) Given the product [CH3:25][N:26]([CH:28]=[C:13]1[C:14]2[CH:22]=[CH:21][CH:20]=[CH:19][C:15]=2[C:16](=[O:18])[O:24][C:12]1=[O:23])[CH3:27], predict the reactants needed to synthesize it. The reactants are: [O-]S([O-])(=O)=O.[Ca+2].O=P(Cl)(Cl)Cl.[C:12]([OH:24])(=[O:23])[CH2:13][C:14]1[C:15](=[CH:19][CH:20]=[CH:21][CH:22]=1)[C:16]([OH:18])=O.[CH3:25][N:26]([CH:28]=O)[CH3:27]. (7) Given the product [NH2:19][C:10]1[C:9]2[N:8]=[CH:7][N:6]([CH2:5][CH2:4][CH2:3][CH2:2][NH:1][C:21](=[O:22])[O:23][CH2:24][CH:25]3[C:37]4[CH:36]=[CH:35][CH:34]=[CH:33][C:32]=4[C:31]4[C:26]3=[CH:27][CH:28]=[CH:29][CH:30]=4)[C:18]=2[C:17]2[CH:16]=[CH:15][CH:14]=[CH:13][C:12]=2[N:11]=1, predict the reactants needed to synthesize it. The reactants are: [NH2:1][CH2:2][CH2:3][CH2:4][CH2:5][N:6]1[C:18]2[C:17]3[CH:16]=[CH:15][CH:14]=[CH:13][C:12]=3[N:11]=[C:10]([NH2:19])[C:9]=2[N:8]=[CH:7]1.Cl[C:21]([O:23][CH2:24][CH:25]1[C:37]2[CH:36]=[CH:35][CH:34]=[CH:33][C:32]=2[C:31]2[C:26]1=[CH:27][CH:28]=[CH:29][CH:30]=2)=[O:22].